From a dataset of Forward reaction prediction with 1.9M reactions from USPTO patents (1976-2016). Predict the product of the given reaction. (1) Given the reactants CN(C)CCCOC1C=CC(C2SC(NC3C=CC=CC=3)=NC=2)=CC=1.[S:26]1[CH:30]=[CH:29][C:28]([C:31]2[S:35][C:34]([NH:36][C:37]3[CH:42]=[CH:41][C:40]([OH:43])=[CH:39][C:38]=3[C:44]([F:47])([F:46])[F:45])=[N:33][CH:32]=2)=[CH:27]1.Cl.Cl[CH2:50][CH2:51][N:52]1[CH2:56][CH2:55][CH2:54][CH2:53]1, predict the reaction product. The product is: [N:52]1([CH2:51][CH2:50][O:43][C:40]2[CH:41]=[CH:42][C:37]([NH:36][C:34]3[S:35][C:31]([C:28]4[CH:29]=[CH:30][S:26][CH:27]=4)=[CH:32][N:33]=3)=[C:38]([C:44]([F:47])([F:46])[F:45])[CH:39]=2)[CH2:56][CH2:55][CH2:54][CH2:53]1. (2) Given the reactants OC1C=CC(C(C2C=CC(O)=CC=2)(C)C)=CC=1.ClC1C=CC(C(C2C=CC(Cl)=CC=2)=O)=CC=1.[OH-].[Na+].[N+]([C:39]1[CH:40]=[C:41]([C:47]#[N:48])[C:42](=[CH:45][CH:46]=1)[C:43]#[N:44])([O-])=O.Cl, predict the reaction product. The product is: [C:47](#[N:48])[C:41]1[C:42](=[CH:45][CH:46]=[CH:39][CH:40]=1)[C:43]#[N:44].